From a dataset of Full USPTO retrosynthesis dataset with 1.9M reactions from patents (1976-2016). Predict the reactants needed to synthesize the given product. (1) Given the product [S:12]1[C:16]([CH2:17][NH:11][C:1]23[CH2:8][CH:7]4[CH2:6][CH:5]([CH2:4][CH:3]([CH2:9]4)[CH2:2]2)[CH2:10]3)=[CH:15][CH:14]=[C:13]1[C:19]1[S:20][CH:21]=[CH:22][CH:23]=1, predict the reactants needed to synthesize it. The reactants are: [C:1]12([NH2:11])[CH2:10][CH:5]3[CH2:6][CH:7]([CH2:9][CH:3]([CH2:4]3)[CH2:2]1)[CH2:8]2.[S:12]1[C:16]([CH:17]=O)=[CH:15][CH:14]=[C:13]1[C:19]1[S:20][CH:21]=[CH:22][CH:23]=1. (2) Given the product [F:1][C:2]1[CH:3]=[CH:4][C:5]([C:8]2[N:9]=[C:10]([CH:13]=[CH:14][CH2:15][OH:16])[S:11][CH:12]=2)=[CH:6][CH:7]=1, predict the reactants needed to synthesize it. The reactants are: [F:1][C:2]1[CH:7]=[CH:6][C:5]([C:8]2[N:9]=[C:10]([CH:13]=[CH:14][CH:15]=[O:16])[S:11][CH:12]=2)=[CH:4][CH:3]=1.[BH4-].[Na+].O. (3) Given the product [NH2:1][C:2]1[N:19]=[CH:18][C:17]([C:29]#[C:28][C:24]2[CH:25]=[CH:26][CH:27]=[C:22]([OH:21])[CH:23]=2)=[CH:16][C:3]=1[C:4]([N:6]=[S@@:7]([CH3:15])(=[O:14])[C:8]1[CH:13]=[CH:12][CH:11]=[CH:10][CH:9]=1)=[O:5], predict the reactants needed to synthesize it. The reactants are: [NH2:1][C:2]1[N:19]=[CH:18][C:17](Br)=[CH:16][C:3]=1[C:4]([N:6]=[S@@:7]([CH3:15])(=[O:14])[C:8]1[CH:13]=[CH:12][CH:11]=[CH:10][CH:9]=1)=[O:5].[OH:21][C:22]1[CH:23]=[C:24]([C:28]#[CH:29])[CH:25]=[CH:26][CH:27]=1.C(N(CC)CC)C. (4) Given the product [OH:14][C:10]1[C:9]([I:15])=[C:8]2[C:7]([CH2:6][C@@H:2]([C:3]([OH:5])=[O:4])[NH:1][CH2:16]2)=[CH:12][C:11]=1[I:13], predict the reactants needed to synthesize it. The reactants are: [NH2:1][C@@H:2]([CH2:6][C:7]1[CH:12]=[C:11]([I:13])[C:10]([OH:14])=[C:9]([I:15])[CH:8]=1)[C:3]([OH:5])=[O:4].[CH2:16]=O.Cl. (5) Given the product [Cl:29][C:24]1[CH:23]=[C:22]([NH:21][C:20]2[C:15]3[CH:14]=[C:13]([C:9]4[CH:8]=[C:7]([CH:12]=[CH:11][CH:10]=4)[CH2:6][NH:5][C:3](=[O:4])[CH2:2][N:32]([CH3:33])[CH3:31])[NH:30][C:16]=3[N:17]=[CH:18][N:19]=2)[CH:27]=[CH:26][C:25]=1[F:28], predict the reactants needed to synthesize it. The reactants are: Cl[CH2:2][C:3]([NH:5][CH2:6][C:7]1[CH:12]=[CH:11][CH:10]=[C:9]([C:13]2[NH:30][C:16]3[N:17]=[CH:18][N:19]=[C:20]([NH:21][C:22]4[CH:27]=[CH:26][C:25]([F:28])=[C:24]([Cl:29])[CH:23]=4)[C:15]=3[CH:14]=2)[CH:8]=1)=[O:4].[CH3:31][NH:32][CH3:33]. (6) Given the product [CH:27]([C:20]1[C:21]2[C:26](=[CH:25][CH:24]=[CH:23][CH:22]=2)[C:17]([O:16][CH2:15][CH2:14][CH2:13][CH2:12][CH2:11][CH:5]([C:4]([OH:29])=[O:3])[C:6]([OH:8])=[O:7])=[CH:18][CH:19]=1)=[O:28], predict the reactants needed to synthesize it. The reactants are: C([O:3][C:4](=[O:29])[CH:5]([CH2:11][CH2:12][CH2:13][CH2:14][CH2:15][O:16][C:17]1[C:26]2[C:21](=[CH:22][CH:23]=[CH:24][CH:25]=2)[C:20]([CH:27]=[O:28])=[CH:19][CH:18]=1)[C:6]([O:8]CC)=[O:7])C.[OH-].[Na+]. (7) Given the product [NH2:1][C:2]1[N:7]=[CH:6][N:5]=[C:4]2[N:8]([CH2:19][CH2:20][N:21]([CH2:22][C:23]3[CH:24]=[CH:25][C:26]([Cl:29])=[CH:27][CH:28]=3)[C:30](=[O:33])[CH:31]=[CH2:32])[N:9]=[C:10]([C:11]3[CH:12]=[CH:13][C:14]([Cl:18])=[C:15]([OH:17])[CH:16]=3)[C:3]=12, predict the reactants needed to synthesize it. The reactants are: [NH2:1][C:2]1[N:7]=[CH:6][N:5]=[C:4]2[N:8]([CH2:19][CH2:20][NH:21][CH2:22][C:23]3[CH:28]=[CH:27][C:26]([Cl:29])=[CH:25][CH:24]=3)[N:9]=[C:10]([C:11]3[CH:12]=[CH:13][C:14]([Cl:18])=[C:15]([OH:17])[CH:16]=3)[C:3]=12.[C:30](Cl)(=[O:33])[CH:31]=[CH2:32].